From a dataset of Full USPTO retrosynthesis dataset with 1.9M reactions from patents (1976-2016). Predict the reactants needed to synthesize the given product. (1) Given the product [Cl:25][C:9]1[C:8]2[N:7]=[C:1]([CH2:2][CH2:3][CH3:4])[N:14]([NH:15][C:16](=[O:17])[O:18][C:19]([CH3:20])([CH3:21])[CH3:22])[C:13]=2[C:12]([CH3:23])=[C:11]([CH3:24])[N:10]=1, predict the reactants needed to synthesize it. The reactants are: [C:1](Cl)(=O)[CH2:2][CH2:3][CH3:4].[NH2:7][C:8]1[C:9]([Cl:25])=[N:10][C:11]([CH3:24])=[C:12]([CH3:23])[C:13]=1[NH:14][NH:15][C:16]([O:18][C:19]([CH3:22])([CH3:21])[CH3:20])=[O:17].C(N(CC)CC)C.[OH-].[Na+]. (2) Given the product [ClH:28].[Cl:44][C:31]1[CH:32]=[C:33]([C:2]2[CH:3]=[C:4]3[C:9](=[CH:10][CH:11]=2)[N:8]=[CH:7][C:6]([C:12](=[O:14])[CH3:13])=[C:5]3[NH:15][C@H:16]2[CH2:17][CH2:18][C@H:19]([CH2:22][N:23]3[CH2:27][CH2:26][CH2:25][CH2:24]3)[CH2:20][CH2:21]2)[CH:34]=[C:29]([Cl:28])[C:30]=1[OH:45], predict the reactants needed to synthesize it. The reactants are: Br[C:2]1[CH:3]=[C:4]2[C:9](=[CH:10][CH:11]=1)[N:8]=[CH:7][C:6]([C:12](=[O:14])[CH3:13])=[C:5]2[NH:15][C@H:16]1[CH2:21][CH2:20][C@H:19]([CH2:22][N:23]2[CH2:27][CH2:26][CH2:25][CH2:24]2)[CH2:18][CH2:17]1.[Cl:28][C:29]1[CH:34]=[C:33](B2OC(C)(C)C(C)(C)O2)[CH:32]=[C:31]([Cl:44])[C:30]=1[OH:45].Cl. (3) Given the product [CH2:23]([C:20]1[CH:21]=[CH:22][C:17]([O:16][CH2:15][CH2:14][C@@H:13]([CH3:32])[O:12][C:9]2[CH:10]=[CH:11][C:6]([CH2:5][CH2:4][C:3]([OH:34])=[O:2])=[C:7]([CH3:33])[CH:8]=2)=[C:18]([O:25][C:26]2[CH:27]=[CH:28][CH:29]=[CH:30][CH:31]=2)[CH:19]=1)[CH3:24], predict the reactants needed to synthesize it. The reactants are: C[O:2][C:3](=[O:34])[CH2:4][CH2:5][C:6]1[CH:11]=[CH:10][C:9]([O:12][C@H:13]([CH3:32])[CH2:14][CH2:15][O:16][C:17]2[CH:22]=[CH:21][C:20]([CH2:23][CH3:24])=[CH:19][C:18]=2[O:25][C:26]2[CH:31]=[CH:30][CH:29]=[CH:28][CH:27]=2)=[CH:8][C:7]=1[CH3:33].[OH-].[Na+].Cl. (4) Given the product [Br:1][C:2]1[CH:7]=[N:6][C:5]([O:8][CH3:9])=[C:4]2[N:10]([S:22]([C:19]3[CH:20]=[CH:21][C:16]([CH3:15])=[CH:17][CH:18]=3)(=[O:24])=[O:23])[CH:11]=[CH:12][C:3]=12, predict the reactants needed to synthesize it. The reactants are: [Br:1][C:2]1[CH:7]=[N:6][C:5]([O:8][CH3:9])=[C:4]2[NH:10][CH:11]=[CH:12][C:3]=12.[H-].[Na+].[CH3:15][C:16]1[CH:21]=[CH:20][C:19]([S:22](Cl)(=[O:24])=[O:23])=[CH:18][CH:17]=1. (5) Given the product [F:1][C:2]1[CH:10]=[CH:9][C:5]([C:6]([N:21]2[CH2:22][CH2:23][CH2:24][C:19]([OH:25])([C:15]3[CH:16]=[CH:17][CH:18]=[C:13]([O:12][CH3:11])[CH:14]=3)[CH2:20]2)=[O:7])=[CH:4][CH:3]=1, predict the reactants needed to synthesize it. The reactants are: [F:1][C:2]1[CH:10]=[CH:9][C:5]([C:6](Cl)=[O:7])=[CH:4][CH:3]=1.[CH3:11][O:12][C:13]1[CH:14]=[C:15]([C:19]2([OH:25])[CH2:24][CH2:23][CH2:22][NH:21][CH2:20]2)[CH:16]=[CH:17][CH:18]=1.